Dataset: Forward reaction prediction with 1.9M reactions from USPTO patents (1976-2016). Task: Predict the product of the given reaction. (1) The product is: [C:6]([O:10][C:11]([NH:13][C@@H:14]([CH2:29][CH:30]1[CH2:31][CH2:32][CH2:33][CH2:34][CH2:35]1)[C@@H:15]([O:18][Si:19]([CH:20]([CH3:21])[CH3:22])([CH:23]([CH3:24])[CH3:25])[CH:26]([CH3:27])[CH3:28])[CH:16]([OH:17])[CH2:4][C:3]#[CH:2])=[O:12])([CH3:7])([CH3:8])[CH3:9]. Given the reactants [Mg].[CH2:2](Br)[C:3]#[CH:4].[C:6]([O:10][C:11]([NH:13][C@@H:14]([CH2:29][CH:30]1[CH2:35][CH2:34][CH2:33][CH2:32][CH2:31]1)[C@@H:15]([O:18][Si:19]([CH:26]([CH3:28])[CH3:27])([CH:23]([CH3:25])[CH3:24])[CH:20]([CH3:22])[CH3:21])[CH:16]=[O:17])=[O:12])([CH3:9])([CH3:8])[CH3:7].[NH4+].[Cl-], predict the reaction product. (2) Given the reactants [CH3:1][C:2]1[N:3]=[C:4]([C:13]2[CH:18]=[CH:17][CH:16]=[CH:15][CH:14]=2)[N:5]2[C:10]=1[CH:9]=[N:8][C:7](SC)=[N:6]2.CC1N=C(C2C=CC=CC=2)N2C=1C=NC(S(C)(=O)=O)=N2.[CH3:39][S:40][C:41]1[CH:47]=[CH:46][C:44]([NH2:45])=[CH:43][CH:42]=1, predict the reaction product. The product is: [CH3:1][C:2]1[N:3]=[C:4]([C:13]2[CH:14]=[CH:15][CH:16]=[CH:17][CH:18]=2)[N:5]2[C:10]=1[CH:9]=[N:8][C:7]([NH:45][C:44]1[CH:46]=[CH:47][C:41]([S:40][CH3:39])=[CH:42][CH:43]=1)=[N:6]2. (3) Given the reactants [CH3:1][O:2][C:3]1[CH:10]=[CH:9][C:8]([N:11]2[C:15]([C:16]([F:19])([F:18])[F:17])=[N:14][N:13]=[N:12]2)=[CH:7][C:4]=1[CH:5]=O.[CH3:20][NH2:21], predict the reaction product. The product is: [CH3:1][O:2][C:3]1[CH:10]=[CH:9][C:8]([N:11]2[C:15]([C:16]([F:19])([F:18])[F:17])=[N:14][N:13]=[N:12]2)=[CH:7][C:4]=1[CH2:5][NH:21][CH3:20]. (4) Given the reactants [CH:1]1([CH2:4][N:5]([C@@H:13]2[CH2:15][C@H:14]2[C:16]2[CH:21]=[CH:20][C:19]([C:22](=[O:30])[NH:23][C:24]3[CH:25]=[N:26][N:27]([CH3:29])[CH:28]=3)=[CH:18][CH:17]=2)C(=O)OC(C)(C)C)[CH2:3][CH2:2]1.[ClH:31].C(OCC)(=O)C, predict the reaction product. The product is: [ClH:31].[ClH:31].[CH:1]1([CH2:4][NH:5][C@@H:13]2[CH2:15][C@H:14]2[C:16]2[CH:21]=[CH:20][C:19]([C:22]([NH:23][C:24]3[CH:25]=[N:26][N:27]([CH3:29])[CH:28]=3)=[O:30])=[CH:18][CH:17]=2)[CH2:3][CH2:2]1.